This data is from Full USPTO retrosynthesis dataset with 1.9M reactions from patents (1976-2016). The task is: Predict the reactants needed to synthesize the given product. (1) Given the product [CH:11]1([CH2:14][CH2:15][NH:16][C:17]([C:19]2[N:20]=[N:21][C:22]([N:25]3[CH2:30][CH2:29][N:28]([C:4](=[O:5])[C:3]4[CH:7]=[CH:8][CH:9]=[CH:10][C:2]=4[F:1])[CH2:27][CH2:26]3)=[CH:23][CH:24]=2)=[O:18])[CH2:13][CH2:12]1, predict the reactants needed to synthesize it. The reactants are: [F:1][C:2]1[CH:10]=[CH:9][CH:8]=[CH:7][C:3]=1[C:4](Cl)=[O:5].[CH:11]1([CH2:14][CH2:15][NH:16][C:17]([C:19]2[N:20]=[N:21][C:22]([N:25]3[CH2:30][CH2:29][NH:28][CH2:27][CH2:26]3)=[CH:23][CH:24]=2)=[O:18])[CH2:13][CH2:12]1. (2) Given the product [CH3:32][S:33]([O:31][C@H:28]1[CH2:29][CH2:30][C@H:25]([N:8]2[C:4]3[N:5]=[CH:6][N:7]=[C:2]([NH2:1])[C:3]=3[C:10]([C:11]3[CH:16]=[C:15]([O:17][CH2:18][CH:19]4[CH2:23][CH2:22][CH2:21][O:20]4)[CH:14]=[CH:13][C:12]=3[F:24])=[CH:9]2)[CH2:26][CH2:27]1)(=[O:35])=[O:34], predict the reactants needed to synthesize it. The reactants are: [NH2:1][C:2]1[C:3]2[C:10]([C:11]3[CH:16]=[C:15]([O:17][CH2:18][CH:19]4[CH2:23][CH2:22][CH2:21][O:20]4)[CH:14]=[CH:13][C:12]=3[F:24])=[CH:9][N:8]([C@H:25]3[CH2:30][CH2:29][C@H:28]([OH:31])[CH2:27][CH2:26]3)[C:4]=2[N:5]=[CH:6][N:7]=1.[CH3:32][S:33](Cl)(=[O:35])=[O:34].C(N(CC)CC)C. (3) Given the product [C:32]([O:36][C:37]([N:39]1[CH2:44][CH2:43][CH:42]([C:45](=[O:46])[NH:27][CH2:26][C:25]2[CH:28]=[CH:29][C:22]([O:21][CH2:14][C:15]3[CH:20]=[CH:19][CH:18]=[CH:17][CH:16]=3)=[C:23]([O:30][CH3:31])[CH:24]=2)[CH2:41][CH2:40]1)=[O:38])([CH3:35])([CH3:34])[CH3:33], predict the reactants needed to synthesize it. The reactants are: Cl.C(N=C=NCCCN(C)C)C.Cl.[CH2:14]([O:21][C:22]1[CH:29]=[CH:28][C:25]([CH2:26][NH2:27])=[CH:24][C:23]=1[O:30][CH3:31])[C:15]1[CH:20]=[CH:19][CH:18]=[CH:17][CH:16]=1.[C:32]([O:36][C:37]([N:39]1[CH2:44][CH2:43][CH:42]([C:45](O)=[O:46])[CH2:41][CH2:40]1)=[O:38])([CH3:35])([CH3:34])[CH3:33].C(N(CC)CC)C.